Dataset: Full USPTO retrosynthesis dataset with 1.9M reactions from patents (1976-2016). Task: Predict the reactants needed to synthesize the given product. (1) Given the product [Br:5][C:6]1[CH:14]=[CH:13][C:9]([C:10]([C:6]2[CH:14]=[CH:13][C:9]([Cl:1])=[CH:8][CH:7]=2)=[O:11])=[C:8]([F:15])[CH:7]=1, predict the reactants needed to synthesize it. The reactants are: [Cl-:1].[Cl-].[Cl-].[Al+3].[Br:5][C:6]1[CH:14]=[CH:13][C:9]([C:10](Cl)=[O:11])=[C:8]([F:15])[CH:7]=1.Cl. (2) Given the product [CH3:21][O:22][C:23]1[CH:28]=[CH:27][CH:26]=[CH:25][C:24]=1[N:29]1[CH2:34][CH2:33][N:32]([CH2:10][CH2:9][C:8]([C:7]([CH:1]2[CH2:6][CH2:5][CH2:4][CH2:3][CH2:2]2)=[O:19])([C:12]2[CH:17]=[CH:16][CH:15]=[CH:14][CH:13]=2)[CH3:18])[CH2:31][CH2:30]1, predict the reactants needed to synthesize it. The reactants are: [CH:1]1([C:7](=[O:19])[C:8]([CH3:18])([C:12]2[CH:17]=[CH:16][CH:15]=[CH:14][CH:13]=2)[CH2:9][CH:10]=O)[CH2:6][CH2:5][CH2:4][CH2:3][CH2:2]1.Cl.[CH3:21][O:22][C:23]1[CH:28]=[CH:27][CH:26]=[CH:25][C:24]=1[N:29]1[CH2:34][CH2:33][NH:32][CH2:31][CH2:30]1.[BH-](OC(C)=O)(OC(C)=O)OC(C)=O.[Na+].Cl. (3) Given the product [C:15]([O:23][CH2:24][CH2:25][C:26]1[CH:27]=[CH:28][C:29]2[N:30]([N:32]=[C:33]([C:47]3[CH:48]=[CH:49][CH:50]=[CH:51][CH:52]=3)[C:34]=2[CH2:35][C:36]2[N:41]=[C:40]([C:42]([O:44][CH3:45])=[O:43])[CH:39]=[CH:38][CH:37]=2)[CH:31]=1)(=[O:22])[C:16]1[CH:21]=[CH:20][CH:19]=[CH:18][CH:17]=1, predict the reactants needed to synthesize it. The reactants are: C([SiH](CC)CC)C.FC(F)(F)C(O)=O.[C:15]([O:23][CH2:24][CH2:25][C:26]1[CH:27]=[CH:28][C:29]2[N:30]([N:32]=[C:33]([C:47]3[CH:52]=[CH:51][CH:50]=[CH:49][CH:48]=3)[C:34]=2[CH:35](O)[C:36]2[N:41]=[C:40]([C:42]([O:44][CH3:45])=[O:43])[CH:39]=[CH:38][CH:37]=2)[CH:31]=1)(=[O:22])[C:16]1[CH:21]=[CH:20][CH:19]=[CH:18][CH:17]=1.C(=O)(O)[O-].[Na+]. (4) Given the product [Cl:1][C:2]1[CH:3]=[CH:4][C:5]([O:6][CH2:7][C:8]([N:10]2[CH2:11][C@H:12]([CH3:17])[N:13]([CH2:25][C:24]3[CH:27]=[CH:28][C:21]([F:20])=[CH:22][CH:23]=3)[C@H:14]([CH3:16])[CH2:15]2)=[O:9])=[CH:18][CH:19]=1, predict the reactants needed to synthesize it. The reactants are: [Cl:1][C:2]1[CH:19]=[CH:18][C:5]([O:6][CH2:7][C:8]([N:10]2[CH2:15][C@H:14]([CH3:16])[NH:13][C@H:12]([CH3:17])[CH2:11]2)=[O:9])=[CH:4][CH:3]=1.[F:20][C:21]1[CH:28]=[CH:27][C:24]([CH2:25]Br)=[CH:23][CH:22]=1.C(N(C(C)C)CC)(C)C.[I-].[Na+].